Regression. Given a peptide amino acid sequence and an MHC pseudo amino acid sequence, predict their binding affinity value. This is MHC class II binding data. From a dataset of Peptide-MHC class II binding affinity with 134,281 pairs from IEDB. (1) The peptide sequence is EPIAAYHFDLSGIAF. The MHC is HLA-DQA10501-DQB10301 with pseudo-sequence HLA-DQA10501-DQB10301. The binding affinity (normalized) is 0.663. (2) The MHC is HLA-DQA10102-DQB10501 with pseudo-sequence HLA-DQA10102-DQB10501. The binding affinity (normalized) is 0.495. The peptide sequence is ANVMAASLRKAGKSV. (3) The peptide sequence is KTKQIGNRPGPSRGV. The MHC is H-2-IAb with pseudo-sequence H-2-IAb. The binding affinity (normalized) is 0.375. (4) The peptide sequence is DVKFYGGGQIVGGVY. The MHC is HLA-DQA10501-DQB10301 with pseudo-sequence HLA-DQA10501-DQB10301. The binding affinity (normalized) is 0.847.